From a dataset of Forward reaction prediction with 1.9M reactions from USPTO patents (1976-2016). Predict the product of the given reaction. (1) Given the reactants [Br:1][C:2]1[C:3](Cl)=[N:4][CH:5]=[C:6]([CH:21]=1)[C:7]([NH:9][C:10]1[CH:15]=[CH:14][C:13]([O:16][C:17]([F:20])([F:19])[F:18])=[CH:12][CH:11]=1)=[O:8].[NH:23]1[CH2:27][CH2:26][CH2:25][CH2:24]1.CCN(C(C)C)C(C)C.Cl, predict the reaction product. The product is: [Br:1][C:2]1[C:3]([N:23]2[CH2:27][CH2:26][CH2:25][CH2:24]2)=[N:4][CH:5]=[C:6]([CH:21]=1)[C:7]([NH:9][C:10]1[CH:15]=[CH:14][C:13]([O:16][C:17]([F:20])([F:19])[F:18])=[CH:12][CH:11]=1)=[O:8]. (2) Given the reactants [CH3:1][Si]([N-][Si](C)(C)C)(C)C.[Na+].[CH:11]([C@H:13]1[CH2:18][CH2:17][CH2:16][CH2:15][N:14]1[C:19]([O:21][C:22]([CH3:25])([CH3:24])[CH3:23])=[O:20])=O, predict the reaction product. The product is: [CH:11]([C@H:13]1[CH2:18][CH2:17][CH2:16][CH2:15][N:14]1[C:19]([O:21][C:22]([CH3:25])([CH3:24])[CH3:23])=[O:20])=[CH2:1]. (3) Given the reactants [CH2:1]([CH:5]1[CH2:11][C:10](=[O:12])[O:9][C:7](=[O:8])[CH2:6]1)[CH:2]([CH3:4])[CH3:3].[CH:13]1([SH:19])[CH2:18][CH2:17][CH2:16][CH2:15][CH2:14]1, predict the reaction product. The product is: [CH:13]1([S:19][C:10]([CH2:11][C@H:5]([CH2:1][CH:2]([CH3:3])[CH3:4])[CH2:6][C:7]([OH:9])=[O:8])=[O:12])[CH2:18][CH2:17][CH2:16][CH2:15][CH2:14]1. (4) Given the reactants [CH3:1][C:2]1[CH:7]=[C:6]([CH3:8])[N:5]=[CH:4][C:3]=1[CH2:9][NH:10][C:11]1[N:19]=[C:18]([F:20])[N:17]=[C:16]2[C:12]=1[N:13]=[CH:14][NH:15]2.C([O-])([O-])=O.[K+].[K+].Br[CH:28]([CH3:30])[CH3:29].C(Cl)(Cl)Cl, predict the reaction product. The product is: [CH3:1][C:2]1[CH:7]=[C:6]([CH3:8])[N:5]=[CH:4][C:3]=1[CH2:9][NH:10][C:11]1[N:19]=[C:18]([F:20])[N:17]=[C:16]2[C:12]=1[N:13]=[CH:14][N:15]2[CH:28]([CH3:30])[CH3:29]. (5) Given the reactants Br[C:2]1[C:3]([N:22]2[CH2:26][CH2:25][CH2:24][CH2:23]2)=[N:4][CH:5]=[C:6]([CH:21]=1)[C:7]([NH:9][C:10]1[CH:15]=[CH:14][C:13]([O:16][C:17]([F:20])([F:19])[F:18])=[CH:12][CH:11]=1)=[O:8].[NH2:27][C:28]1[N:33]=[CH:32][C:31](B(O)O)=[CH:30][N:29]=1, predict the reaction product. The product is: [NH2:27][C:28]1[N:33]=[CH:32][C:31]([C:2]2[C:3]([N:22]3[CH2:26][CH2:25][CH2:24][CH2:23]3)=[N:4][CH:5]=[C:6]([CH:21]=2)[C:7]([NH:9][C:10]2[CH:15]=[CH:14][C:13]([O:16][C:17]([F:20])([F:19])[F:18])=[CH:12][CH:11]=2)=[O:8])=[CH:30][N:29]=1. (6) The product is: [CH2:1]([N:3]1[C:7]2=[N:8][C:9]([CH2:60][CH3:61])=[C:10]([CH2:19][NH:20][C:21](=[O:22])[C:23]3[CH:28]=[CH:27][CH:26]=[C:25]([CH2:29][N:30]([CH2:32][C:33]4[CH:38]=[C:37]([C:39]5[CH:44]=[CH:43][CH:42]=[C:41]([CH2:45][N:46]6[CH2:51][CH2:50][NH:49][CH2:48][CH2:47]6)[CH:40]=5)[C:36]([F:59])=[CH:35][CH:34]=4)[CH3:31])[CH:24]=3)[C:11]([NH:12][CH:13]3[CH2:18][CH2:17][O:16][CH2:15][CH2:14]3)=[C:6]2[CH:5]=[N:4]1)[CH3:2]. Given the reactants [CH2:1]([N:3]1[C:7]2=[N:8][C:9]([CH2:60][CH3:61])=[C:10]([CH2:19][NH:20][C:21]([C:23]3[CH:24]=[C:25]([CH2:29][N:30]([CH2:32][C:33]4[CH:34]=[CH:35][C:36]([F:59])=[C:37]([C:39]5[CH:44]=[CH:43][CH:42]=[C:41]([CH2:45][N:46]6[CH2:51][CH2:50][N:49](C(OC(C)(C)C)=O)[CH2:48][CH2:47]6)[CH:40]=5)[CH:38]=4)[CH3:31])[CH:26]=[CH:27][CH:28]=3)=[O:22])[C:11]([NH:12][CH:13]3[CH2:18][CH2:17][O:16][CH2:15][CH2:14]3)=[C:6]2[CH:5]=[N:4]1)[CH3:2].C(O)(C(F)(F)F)=O, predict the reaction product. (7) Given the reactants [NH2:1][C:2]([CH3:7])([CH3:6])[C:3]([OH:5])=[O:4].[OH-].[Na+].O.[Br:11][CH:12]([CH3:16])[C:13](Br)=[O:14], predict the reaction product. The product is: [Br:11][CH:12]([CH3:16])[C:13]([NH:1][C:2]([CH3:7])([CH3:6])[C:3]([OH:5])=[O:4])=[O:14]. (8) The product is: [O:10]=[C:1]1[C@@H:2]([O:3][C:11](=[O:15])[CH:12]([CH3:14])[CH3:13])[C@H:4]([O:5][C:11](=[O:15])[CH:12]([CH3:14])[CH3:13])[C:6](=[O:8])[O:9]1. Given the reactants [C:1]([OH:10])(=[O:9])[C@H:2]([C@@H:4]([C:6]([OH:8])=O)[OH:5])[OH:3].[C:11](Cl)(=[O:15])[CH:12]([CH3:14])[CH3:13], predict the reaction product. (9) Given the reactants C([O:8][C:9]1[C:13]([O:14]CC2C=CC=CC=2)=[C:12]([C:22](=[O:26])[N:23]([CH3:25])[CH3:24])[N:11]([C:27]2[CH:32]=[CH:31][C:30]([OH:33])=[CH:29][CH:28]=2)[C:10]=1[C:34]([O:36][CH2:37][CH3:38])=[O:35])C1C=CC=CC=1, predict the reaction product. The product is: [CH3:25][N:23]([CH3:24])[C:22]([C:12]1[N:11]([C:27]2[CH:28]=[CH:29][C:30]([OH:33])=[CH:31][CH:32]=2)[C:10]([C:34]([O:36][CH2:37][CH3:38])=[O:35])=[C:9]([OH:8])[C:13]=1[OH:14])=[O:26]. (10) Given the reactants [OH:1][CH2:2][C:3]1[CH:8]=[C:7]([N:9]([CH3:15])[CH2:10][CH:11]2[CH2:13][CH:12]2[CH3:14])[N:6]=[C:5]([N:16]([CH3:21])[S:17]([CH3:20])(=[O:19])=[O:18])[CH:4]=1.C(N(CC)CC)C, predict the reaction product. The product is: [CH:2]([C:3]1[CH:8]=[C:7]([N:9]([CH3:15])[CH2:10][CH:11]2[CH2:13][CH:12]2[CH3:14])[N:6]=[C:5]([N:16]([CH3:21])[S:17]([CH3:20])(=[O:18])=[O:19])[CH:4]=1)=[O:1].